This data is from Forward reaction prediction with 1.9M reactions from USPTO patents (1976-2016). The task is: Predict the product of the given reaction. (1) Given the reactants [Br:1][C:2]1[CH:3]=[CH:4][C:5]2[CH:11]3[CH2:12][CH:9]([CH2:10]3)[N:8]3[C:13]([CH2:20][C:21]4[N:25]([CH3:26])[N:24]=[CH:23][CH:22]=4)=[C:14]([C:16]([O:18]C)=O)[N:15]=[C:7]3[C:6]=2[CH:27]=1.C[O-].[Na+].C([NH2:33])=O, predict the reaction product. The product is: [Br:1][C:2]1[CH:3]=[CH:4][C:5]2[CH:11]3[CH2:12][CH:9]([CH2:10]3)[N:8]3[C:13]([CH2:20][C:21]4[N:25]([CH3:26])[N:24]=[CH:23][CH:22]=4)=[C:14]([C:16]([NH2:33])=[O:18])[N:15]=[C:7]3[C:6]=2[CH:27]=1. (2) Given the reactants [Br:1][C:2]1[CH:3]=[C:4]2[C:8](=[CH:9][CH:10]=1)[NH:7][C:6](=[O:11])[C:5]2=[C:12]([C:16]1[CH:21]=[CH:20][CH:19]=[CH:18][CH:17]=1)[C:13]([OH:15])=O.[CH3:22][O:23][C:24]1[CH:25]=[C:26]([CH:28]=[CH:29][C:30]=1[O:31][CH3:32])[NH2:27].F[P-](F)(F)(F)(F)F.N1(O[P+](N(C)C)(N(C)C)N(C)C)C2C=CC=CC=2N=N1, predict the reaction product. The product is: [Br:1][C:2]1[CH:3]=[C:4]2[C:8](=[CH:9][CH:10]=1)[NH:7][C:6](=[O:11])[C:5]2=[C:12]([C:16]1[CH:17]=[CH:18][CH:19]=[CH:20][CH:21]=1)[C:13]([NH:27][C:26]1[CH:28]=[CH:29][C:30]([O:31][CH3:32])=[C:24]([O:23][CH3:22])[CH:25]=1)=[O:15]. (3) The product is: [C:1]([C:3]1[C:4]([CH3:27])=[C:5]([C@@H:10]2[S:30](=[O:32])(=[O:29])[CH2:14][C@@H:13]3[CH2:16][N:17]([C:20]([O:22][C:23]([CH3:26])([CH3:25])[CH3:24])=[O:21])[CH2:18][CH2:19][N+:12]3([O-:34])[CH2:11]2)[CH:6]=[CH:7][C:8]=1[F:9])#[N:2]. Given the reactants [C:1]([C:3]1[C:4]([CH3:27])=[C:5]([C@@H:10]2S[CH2:14][C@@H:13]3[CH2:16][N:17]([C:20]([O:22][C:23]([CH3:26])([CH3:25])[CH3:24])=[O:21])[CH2:18][CH2:19][N:12]3[CH2:11]2)[CH:6]=[CH:7][C:8]=1[F:9])#[N:2].O[O:29][S:30]([O-:32])=O.[K+].[OH2:34], predict the reaction product.